This data is from Reaction yield outcomes from USPTO patents with 853,638 reactions. The task is: Predict the reaction yield, written as a fraction of the theoretical maximum amount of product (1.0 means a 100% yield; for example, 0.34 means a 34% yield). (1) The reactants are [H-].[Na+].[CH3:3][O:4][C:5]1[CH:6]=[C:7]([CH2:13][C:14]([O:16]C)=O)[CH:8]=[CH:9][C:10]=1[O:11][CH3:12].[Br:18][C:19]1[CH:24]=[CH:23][C:22]([C:25](=[O:27])[CH3:26])=[CH:21][CH:20]=1. The catalyst is CCOCC. The product is [Br:18][C:19]1[CH:24]=[CH:23][C:22]([C:25](=[O:27])[CH2:26][C:14](=[O:16])[CH2:13][C:7]2[CH:8]=[CH:9][C:10]([O:11][CH3:12])=[C:5]([O:4][CH3:3])[CH:6]=2)=[CH:21][CH:20]=1. The yield is 0.500. (2) The reactants are Cl[C:2]1[N:11]=[C:10]([N:12]2[CH2:17][CH2:16][O:15][CH2:14][CH2:13]2)[C:9]2[C:4](=[CH:5][C:6]([C:18]3[O:22][C:21]([C:23]#[N:24])=[CH:20][CH:19]=3)=[CH:7][CH:8]=2)[N:3]=1.[F:25][C:26]1[CH:27]=[C:28]([NH:41][C:42](=[O:55])[NH:43][C:44]2[CH:54]=[CH:53][C:47]([C:48]([N:50]([CH3:52])[CH3:51])=[O:49])=[CH:46][CH:45]=2)[CH:29]=[CH:30][C:31]=1B1OC(C)(C)C(C)(C)O1.C(=O)([O-])[O-].[Cs+].[Cs+].CN(C=O)C. The catalyst is Cl[Pd](Cl)([P](C1C=CC=CC=1)(C1C=CC=CC=1)C1C=CC=CC=1)[P](C1C=CC=CC=1)(C1C=CC=CC=1)C1C=CC=CC=1.O. The product is [C:23]([C:21]1[O:22][C:18]([C:6]2[CH:5]=[C:4]3[C:9]([C:10]([N:12]4[CH2:17][CH2:16][O:15][CH2:14][CH2:13]4)=[N:11][C:2]([C:31]4[CH:30]=[CH:29][C:28]([NH:41][C:42](=[O:55])[NH:43][C:44]5[CH:54]=[CH:53][C:47]([C:48]([N:50]([CH3:52])[CH3:51])=[O:49])=[CH:46][CH:45]=5)=[CH:27][C:26]=4[F:25])=[N:3]3)=[CH:8][CH:7]=2)=[CH:19][CH:20]=1)#[N:24]. The yield is 0.0600. (3) The reactants are Cl[CH2:2][C:3](=O)[CH2:4][C:5]([O:7]CC)=O.[CH:11]([NH2:13])=[S:12].O.[NH3:15]. The catalyst is C(O)C. The product is [CH3:2][C:3]1[N:13]=[CH:11][S:12][C:4]=1[C:5]([NH2:15])=[O:7]. The yield is 0.820.